This data is from Forward reaction prediction with 1.9M reactions from USPTO patents (1976-2016). The task is: Predict the product of the given reaction. (1) The product is: [CH3:14][O:13][C:11](=[O:12])[CH2:10][CH2:9][CH2:8][CH2:7][CH2:6][CH2:5][CH2:4][CH:3]=[CH:2][I:1]. Given the reactants [I:1]/[CH:2]=[CH:3]/[CH2:4][CH2:5][CH2:6][CH2:7][CH2:8][CH2:9][CH2:10][C:11]([O:13][CH3:14])=[O:12].C(I)(I)I.O, predict the reaction product. (2) Given the reactants [CH3:1][O:2][C:3]1[N:8]=[CH:7][C:6]([C:9]2[N:17]3[C:12]([CH:13]=[N:14][C:15](OS(C(F)(F)F)(=O)=O)=[N:16]3)=[CH:11][CH:10]=2)=[CH:5][CH:4]=1.[NH2:26][C:27]1[CH:36]=[C:35]2[C:30]([CH2:31][CH2:32][C:33](=[O:37])[NH:34]2)=[CH:29][C:28]=1[F:38], predict the reaction product. The product is: [F:38][C:28]1[CH:29]=[C:30]2[C:35](=[CH:36][C:27]=1[NH:26][C:15]1[N:14]=[CH:13][C:12]3=[CH:11][CH:10]=[C:9]([C:6]4[CH:7]=[N:8][C:3]([O:2][CH3:1])=[CH:4][CH:5]=4)[N:17]3[N:16]=1)[NH:34][C:33](=[O:37])[CH2:32][CH2:31]2. (3) Given the reactants Br[C:2]1[CH:11]=[CH:10][C:5]([C:6]([O:8][CH3:9])=[O:7])=[CH:4][CH:3]=1.[F:12][C:13]1[CH:18]=[CH:17][C:16](B(O)O)=[CH:15][CH:14]=1.C(Cl)Cl.C([O-])([O-])=O.[Na+].[Na+], predict the reaction product. The product is: [F:12][C:13]1[CH:18]=[CH:17][C:16]([C:2]2[CH:11]=[CH:10][C:5]([C:6]([O:8][CH3:9])=[O:7])=[CH:4][CH:3]=2)=[CH:15][CH:14]=1. (4) Given the reactants Br[C:2]1[CH:7]=C(C)C(OC)=C(C)[CH:3]=1.[CH3:12]CCCCC.[CH2:18]([Li])[CH2:19][CH2:20][CH3:21].[O:23]=[CH:24][CH2:25][CH:26]1[CH2:31][CH2:30][N:29]([C:32]([O:34][C:35]([CH3:38])([CH3:37])[CH3:36])=[O:33])[CH2:28][CH2:27]1.[O:39]1CCC[CH2:40]1, predict the reaction product. The product is: [OH:23][CH:24]([C:18]1[C:2]([CH3:7])=[CH:3][C:21]([O:39][CH3:40])=[CH:20][C:19]=1[CH3:12])[CH2:25][CH:26]1[CH2:27][CH2:28][N:29]([C:32]([O:34][C:35]([CH3:38])([CH3:37])[CH3:36])=[O:33])[CH2:30][CH2:31]1. (5) Given the reactants [CH:1]1([C:7]2[C:8]3[CH:29]=[CH:28][C:27]([C:30]([O:32]C)=[O:31])=[CH:26][C:9]=3[N:10]3[C:16]=2[C:15]2[CH:17]=[CH:18][CH:19]=[CH:20][C:14]=2[O:13][CH:12]([C:21](=[O:25])[N:22]([CH3:24])[CH3:23])[CH2:11]3)[CH2:6][CH2:5][CH2:4][CH2:3][CH2:2]1.[OH-].[Na+].Cl, predict the reaction product. The product is: [CH:1]1([C:7]2[C:8]3[CH:29]=[CH:28][C:27]([C:30]([OH:32])=[O:31])=[CH:26][C:9]=3[N:10]3[C:16]=2[C:15]2[CH:17]=[CH:18][CH:19]=[CH:20][C:14]=2[O:13][CH:12]([C:21](=[O:25])[N:22]([CH3:23])[CH3:24])[CH2:11]3)[CH2:6][CH2:5][CH2:4][CH2:3][CH2:2]1. (6) Given the reactants Br[C:2]1[CH:3]=[C:4]2[C:11]3([O:15][N:14]([CH3:16])[C:13]([NH2:17])=[N:12]3)[CH2:10][CH:9]([CH:18]3[CH2:23][CH2:22][CH2:21][O:20][CH2:19]3)[O:8][C:5]2=[CH:6][CH:7]=1.[C:24]([C:26]1[CH:27]=[C:28](B(O)O)[CH:29]=[CH:30][CH:31]=1)#[N:25], predict the reaction product. The product is: [NH2:17][C:13]1[N:14]([CH3:16])[O:15][C:11]2([C:4]3[C:5](=[CH:6][CH:7]=[C:2]([C:30]4[CH:31]=[C:26]([CH:27]=[CH:28][CH:29]=4)[C:24]#[N:25])[CH:3]=3)[O:8][CH:9]([CH:18]3[CH2:23][CH2:22][CH2:21][O:20][CH2:19]3)[CH2:10]2)[N:12]=1. (7) The product is: [OH:1][C:2]1[CH:3]=[C:4]2[C:9](=[CH:10][CH:11]=1)[CH:8]=[C:7]([CH2:12][NH:14][C:15]13[CH2:20][CH2:19][C:18]([C:23]([O:25][CH3:26])=[O:24])([CH2:17][CH2:16]1)[CH2:21][CH2:22]3)[CH:6]=[CH:5]2. Given the reactants [OH:1][C:2]1[CH:3]=[C:4]2[C:9](=[CH:10][CH:11]=1)[CH:8]=[C:7]([CH:12]=O)[CH:6]=[CH:5]2.[NH2:14][C:15]12[CH2:22][CH2:21][C:18]([C:23]([O:25][CH3:26])=[O:24])([CH2:19][CH2:20]1)[CH2:17][CH2:16]2.[O-]S([O-])(=O)=O.[Mg+2].[BH3-]C#N.[Na+], predict the reaction product. (8) Given the reactants [CH3:1][S:2]([C:5]1[N:10]=[C:9]([S:11]([CH3:14])(=[O:13])=[O:12])[C:8]([C:15]2[CH:20]=[CH:19][C:18]([Cl:21])=[CH:17][CH:16]=2)=[C:7]([C:22]2[CH:27]=[CH:26][C:25]([Cl:28])=[CH:24][C:23]=2[Cl:29])[N:6]=1)(=[O:4])=[O:3].C([Li])CCC.[CH3:35][OH:36], predict the reaction product. The product is: [CH3:1][S:2]([C:5]1[N:10]=[C:9]([O:36][CH3:35])[C:8]([C:15]2[CH:20]=[CH:19][C:18]([Cl:21])=[CH:17][CH:16]=2)=[C:7]([C:22]2[CH:27]=[CH:26][C:25]([Cl:28])=[CH:24][C:23]=2[Cl:29])[N:6]=1)(=[O:4])=[O:3].[CH3:35][O:36][C:5]1[N:10]=[C:9]([S:11]([CH3:14])(=[O:13])=[O:12])[C:8]([C:15]2[CH:20]=[CH:19][C:18]([Cl:21])=[CH:17][CH:16]=2)=[C:7]([C:22]2[CH:27]=[CH:26][C:25]([Cl:28])=[CH:24][C:23]=2[Cl:29])[N:6]=1. (9) Given the reactants F[C:2]1[CH:7]=[CH:6][C:5]([S:8]([NH2:11])(=[O:10])=[O:9])=[CH:4][C:3]=1[C:12]#[N:13].[CH3:14][N:15]([CH3:28])[CH2:16][CH2:17][C@@H:18]([NH2:27])[CH2:19][S:20][C:21]1[CH:26]=[CH:25][CH:24]=[CH:23][CH:22]=1.CN(C)CC[C@@H](NC1C=CC(S(N)(=O)=O)=CC=1S(C(F)(F)F)(=O)=O)CSC1C=CC=CC=1, predict the reaction product. The product is: [C:12]([C:3]1[CH:4]=[C:5]([S:8]([NH2:11])(=[O:10])=[O:9])[CH:6]=[CH:7][C:2]=1[NH:27][C@H:18]([CH2:17][CH2:16][N:15]([CH3:14])[CH3:28])[CH2:19][S:20][C:21]1[CH:22]=[CH:23][CH:24]=[CH:25][CH:26]=1)#[N:13].